From a dataset of CYP2C9 inhibition data for predicting drug metabolism from PubChem BioAssay. Regression/Classification. Given a drug SMILES string, predict its absorption, distribution, metabolism, or excretion properties. Task type varies by dataset: regression for continuous measurements (e.g., permeability, clearance, half-life) or binary classification for categorical outcomes (e.g., BBB penetration, CYP inhibition). Dataset: cyp2c9_veith. The molecule is O=C(O)[C@@H](O)c1ccc(F)cc1. The result is 0 (non-inhibitor).